This data is from Full USPTO retrosynthesis dataset with 1.9M reactions from patents (1976-2016). The task is: Predict the reactants needed to synthesize the given product. Given the product [CH3:35][N:36]([CH3:37])[C:31](=[O:32])[CH2:30][C:26]1[C:25]([F:34])=[CH:24][C:23]([O:22][CH2:21][CH2:20][C@@H:18]2[CH2:19][C@@H:17]2[CH:14]2[CH2:15][CH2:16][N:11]([C:9]([O:8][CH2:1][C:2]3[CH:7]=[CH:6][CH:5]=[CH:4][CH:3]=3)=[O:10])[CH2:12][CH2:13]2)=[C:28]([F:29])[CH:27]=1, predict the reactants needed to synthesize it. The reactants are: [CH2:1]([O:8][C:9]([N:11]1[CH2:16][CH2:15][CH:14]([C@H:17]2[CH2:19][C@H:18]2[CH2:20][CH2:21][O:22][C:23]2[C:28]([F:29])=[CH:27][C:26]([CH2:30][C:31](O)=[O:32])=[C:25]([F:34])[CH:24]=2)[CH2:13][CH2:12]1)=[O:10])[C:2]1[CH:7]=[CH:6][CH:5]=[CH:4][CH:3]=1.[CH3:35][NH:36][CH3:37].C(N(CC)C(C)C)(C)C.CN(C(ON1N=NC2C=CC=NC1=2)=[N+](C)C)C.F[P-](F)(F)(F)(F)F.